This data is from Forward reaction prediction with 1.9M reactions from USPTO patents (1976-2016). The task is: Predict the product of the given reaction. (1) Given the reactants [CH3:1][C:2]1[CH:7]=[CH:6][CH:5]=[C:4]([CH3:8])[C:3]=1[C:9]1[N:10]=[CH:11][C:12]([NH2:15])=[N:13][CH:14]=1.N1C=CC=CC=1.[Br:22]Br, predict the reaction product. The product is: [Br:22][C:11]1[C:12]([NH2:15])=[N:13][CH:14]=[C:9]([C:3]2[C:2]([CH3:1])=[CH:7][CH:6]=[CH:5][C:4]=2[CH3:8])[N:10]=1. (2) Given the reactants [CH3:1][P:2](=[O:7])([O:5][CH3:6])[O:3][CH3:4].C([Li])CCC.[F:13][C:14]([F:24])([CH2:20][CH2:21][CH2:22][CH3:23])[C:15](OCC)=[O:16].OS(O)(=O)=O, predict the reaction product. The product is: [CH3:4][O:3][P:2]([CH2:1][C:15](=[O:16])[C:14]([F:24])([F:13])[CH2:20][CH2:21][CH2:22][CH3:23])(=[O:7])[O:5][CH3:6]. (3) Given the reactants [Cl:1][C:2]1[O:25][C:5]2=[C:6]([N:10]([C:18]([O:20][C:21]([CH3:24])([CH3:23])[CH3:22])=[O:19])[C:11]([O:13][C:14]([CH3:17])([CH3:16])[CH3:15])=[O:12])[N:7]=[CH:8][CH:9]=[C:4]2[CH:3]=1.[Li+].[CH3:27]C([N-]C(C)C)C.CI, predict the reaction product. The product is: [Cl:1][C:2]1[O:25][C:5]2=[C:6]([N:10]([C:18]([O:20][C:21]([CH3:24])([CH3:23])[CH3:22])=[O:19])[C:11]([O:13][C:14]([CH3:17])([CH3:16])[CH3:15])=[O:12])[N:7]=[CH:8][CH:9]=[C:4]2[C:3]=1[CH3:27]. (4) Given the reactants [CH2:1]([C:5]1[CH:6]=[C:7]2[C:12](=[C:13]([O:15][CH:16]3[CH2:21][CH2:20][NH:19][CH2:18][CH2:17]3)[CH:14]=1)[N:11]=[CH:10][CH:9]=[CH:8]2)[CH2:2][CH2:3][CH3:4].[I-].[Na+].[C:24](=O)([OH:26])[O-:25].[Na+].[CH3:29][C:30]([S:33]([CH2:36][CH2:37][CH2:38]Br)(=[O:35])=[O:34])([CH3:32])[CH3:31].CC(S(CCCCl)(=O)=O)(C)C, predict the reaction product. The product is: [CH:24]([OH:26])=[O:25].[CH2:1]([C:5]1[CH:6]=[C:7]2[C:12](=[C:13]([O:15][CH:16]3[CH2:17][CH2:18][N:19]([CH2:38][CH2:37][CH2:36][S:33]([C:30]([CH3:32])([CH3:31])[CH3:29])(=[O:35])=[O:34])[CH2:20][CH2:21]3)[CH:14]=1)[N:11]=[CH:10][CH:9]=[CH:8]2)[CH2:2][CH2:3][CH3:4]. (5) Given the reactants C([O:8][C:9]1[C:14]2[C:15]([NH:25][C:26]3[CH:34]=[CH:33][C:29]([C:30]([OH:32])=[O:31])=[C:28]([CH3:35])[CH:27]=3)=[N:16][N:17]([C@H:18]([CH:22]3[CH2:24][CH2:23]3)[CH2:19][C:20]#[N:21])[C:13]=2[CH:12]=[CH:11][N:10]=1)C1C=CC=CC=1, predict the reaction product. The product is: [C:20]([CH2:19][C@H:18]([N:17]1[C:13]2[CH:12]=[CH:11][NH:10][C:9](=[O:8])[C:14]=2[C:15]([NH:25][C:26]2[CH:34]=[CH:33][C:29]([C:30]([OH:32])=[O:31])=[C:28]([CH3:35])[CH:27]=2)=[N:16]1)[CH:22]1[CH2:24][CH2:23]1)#[N:21]. (6) Given the reactants [F:1][C:2]1[CH:3]=[C:4]([C:9]([C@@H:11]2[CH2:16][CH2:15][CH2:14][CH2:13][C@@H:12]2[C:17]([OH:19])=[O:18])=O)[CH:5]=[C:6]([F:8])[CH:7]=1.O1CCCC1, predict the reaction product. The product is: [F:1][C:2]1[CH:3]=[C:4]([CH2:9][C@H:11]2[CH2:16][CH2:15][CH2:14][CH2:13][C@@H:12]2[C:17]([OH:19])=[O:18])[CH:5]=[C:6]([F:8])[CH:7]=1. (7) Given the reactants [C:1]([O:5][C:6]([N:8]1[CH2:13][CH2:12][N:11]([CH2:14][C:15]2([OH:28])[CH2:20][CH2:19][N:18]([C:21]3[CH:26]=[C:25](Cl)[N:24]=[CH:23][N:22]=3)[CH2:17][CH2:16]2)[C:10](=[O:29])[CH2:9]1)=[O:7])([CH3:4])([CH3:3])[CH3:2], predict the reaction product. The product is: [C:1]([O:5][C:6]([N:8]1[CH2:13][CH2:12][N:11]([CH2:14][C:15]2([OH:28])[CH2:20][CH2:19][N:18]([C:21]3[CH:26]=[CH:25][N:24]=[CH:23][N:22]=3)[CH2:17][CH2:16]2)[C:10](=[O:29])[CH2:9]1)=[O:7])([CH3:4])([CH3:2])[CH3:3].